From a dataset of Catalyst prediction with 721,799 reactions and 888 catalyst types from USPTO. Predict which catalyst facilitates the given reaction. Reactant: Br[C:2]1[CH:3]=[C:4]2[C:8](=[C:9]([CH3:11])[CH:10]=1)[C:7](=[O:12])[N:6]([CH2:13][C:14]1[CH:19]=[CH:18][C:17]([O:20][C:21]([F:24])([F:23])[F:22])=[CH:16][CH:15]=1)[CH2:5]2.[CH3:25][N:26]([CH3:30])[CH2:27][CH2:28][OH:29].C([O-])([O-])=O.[Cs+].[Cs+].C(Cl)(Cl)Cl.CO. Product: [CH3:25][N:26]([CH3:30])[CH2:27][CH2:28][O:29][C:2]1[CH:3]=[C:4]2[C:8](=[C:9]([CH3:11])[CH:10]=1)[C:7](=[O:12])[N:6]([CH2:13][C:14]1[CH:19]=[CH:18][C:17]([O:20][C:21]([F:24])([F:23])[F:22])=[CH:16][CH:15]=1)[CH2:5]2. The catalyst class is: 222.